Dataset: Forward reaction prediction with 1.9M reactions from USPTO patents (1976-2016). Task: Predict the product of the given reaction. (1) Given the reactants [F:1][C:2]([F:7])([F:6])[C:3]([OH:5])=[O:4].[O:8]=[C:9]1[C:17]2[C:12](=[CH:13][CH:14]=[CH:15][CH:16]=2)[C:11](=[O:18])[N:10]1[O:19][C@H:20]1[CH2:24][CH2:23][N:22](C(OC(C)(C)C)=O)[CH2:21]1, predict the reaction product. The product is: [NH:22]1[CH2:23][CH2:24][C@H:20]([O:19][N:10]2[C:11](=[O:18])[C:12]3[C:17](=[CH:16][CH:15]=[CH:14][CH:13]=3)[C:9]2=[O:8])[CH2:21]1.[F:1][C:2]([F:7])([F:6])[C:3]([OH:5])=[O:4]. (2) The product is: [NH2:15][C:14]([C:17]1[CH:18]=[CH:19][C:20]([CH2:21][NH2:22])=[CH:23][CH:24]=1)=[CH:13][C:12](=[S:16])[NH:11][CH2:10][CH:7]1[CH2:9][CH2:8]1. Given the reactants [H-].[Al+3].[Li+].[H-].[H-].[H-].[CH:7]1([CH2:10][NH:11][C:12]2[S:16][N:15]=[C:14]([C:17]3[CH:24]=[CH:23][C:20]([C:21]#[N:22])=[CH:19][CH:18]=3)[CH:13]=2)[CH2:9][CH2:8]1, predict the reaction product. (3) Given the reactants [NH2:1][C:2]1[CH:3]=[C:4]([C:8]2[S:30][C:11]3=[N:12][C:13]([N:17]4[CH2:22][CH2:21][N:20]([C:23]([O:25][C:26]([CH3:29])([CH3:28])[CH3:27])=[O:24])[CH2:19][CH2:18]4)=[CH:14][C:15](=[O:16])[N:10]3[N:9]=2)[CH:5]=[CH:6][CH:7]=1.[C:31]([NH:38][CH2:39][C:40](O)=[O:41])([O:33][C:34]([CH3:37])([CH3:36])[CH3:35])=[O:32].C(Cl)CCl, predict the reaction product. The product is: [C:34]([O:33][C:31]([NH:38][CH2:39][C:40]([NH:1][C:2]1[CH:3]=[C:4]([C:8]2[S:30][C:11]3=[N:12][C:13]([N:17]4[CH2:18][CH2:19][N:20]([C:23]([O:25][C:26]([CH3:27])([CH3:29])[CH3:28])=[O:24])[CH2:21][CH2:22]4)=[CH:14][C:15](=[O:16])[N:10]3[N:9]=2)[CH:5]=[CH:6][CH:7]=1)=[O:41])=[O:32])([CH3:37])([CH3:36])[CH3:35]. (4) Given the reactants O=[C:2]1[CH2:7][CH2:6][N:5]([C:8]([O:10][C:11]([CH3:14])([CH3:13])[CH3:12])=[O:9])[CH2:4][CH2:3]1.[N:15]1[CH:20]=[CH:19][CH:18]=[C:17]([NH2:21])[C:16]=1[NH2:22].FC(F)(F)C(O)=O.C(O[BH-](OC(=O)C)OC(=O)C)(=O)C.[Na+], predict the reaction product. The product is: [NH2:22][C:16]1[C:17]([NH:21][CH:2]2[CH2:7][CH2:6][N:5]([C:8]([O:10][C:11]([CH3:14])([CH3:13])[CH3:12])=[O:9])[CH2:4][CH2:3]2)=[CH:18][CH:19]=[CH:20][N:15]=1. (5) Given the reactants C(NC(C)C)(C)C.C([Li])CCC.CCCCCC.[Br:19][C:20]1[CH:21]=[N:22][CH:23]=[CH:24][C:25]=1[CH3:26].[CH2:27]1[O:29][CH2:28]1, predict the reaction product. The product is: [Br:19][C:20]1[CH:21]=[N:22][CH:23]=[CH:24][C:25]=1[CH2:26][CH2:27][CH2:28][OH:29]. (6) Given the reactants [F:1][C:2]([F:7])([F:6])[C:3]([OH:5])=[O:4].[CH3:8][C:9](C)([CH3:41])[CH2:10][NH:11][CH2:12][C:13]1[O:17][CH:16]=[C:15]([C:18]2[CH:19]=[C:20]3[C:24](=[C:25]([C:27]([NH2:29])=[O:28])[CH:26]=2)[NH:23][CH:22]=[C:21]3[CH:30]2[CH2:35][CH2:34][N:33]([S:36]([CH2:39][CH3:40])(=[O:38])=[O:37])[CH2:32][CH2:31]2)[CH:14]=1.CC(C)(C)CN, predict the reaction product. The product is: [F:1][C:2]([F:7])([F:6])[C:3]([OH:5])=[O:4].[CH2:39]([S:36]([N:33]1[CH2:34][CH2:35][CH:30]([C:21]2[C:20]3[C:24](=[C:25]([C:27]([NH2:29])=[O:28])[CH:26]=[C:18]([C:15]4[CH:14]=[C:13]([CH2:12][NH:11][CH2:10][CH:9]([CH3:41])[CH3:8])[O:17][CH:16]=4)[CH:19]=3)[NH:23][CH:22]=2)[CH2:31][CH2:32]1)(=[O:37])=[O:38])[CH3:40]. (7) Given the reactants [N:1]([CH2:4][CH2:5][O:6][CH2:7][CH2:8][O:9][CH2:10][CH2:11][O:12][CH2:13][CH2:14][NH2:15])=[N+:2]=[N-:3].[CH2:16]([O:23][C:24]1[CH:25]=[C:26]([CH:30]=[C:31]([C:41](=[O:108])[NH:42][C@H:43]2[CH2:54][O:53][C:52](=[O:55])[C@@H:51]([NH:56][C:57](=[O:80])[C:58]3[CH:63]=[CH:62][CH:61]=[C:60]([O:64][CH2:65][C:66]4[CH:71]=[CH:70][CH:69]=[CH:68][CH:67]=4)[C:59]=3[O:72][CH2:73][C:74]3[CH:79]=[CH:78][CH:77]=[CH:76][CH:75]=3)[CH2:50][O:49][C:48](=[O:81])[C@@H:47]([NH:82][C:83](=[O:106])[C:84]3[CH:89]=[CH:88][CH:87]=[C:86]([O:90][CH2:91][C:92]4[CH:97]=[CH:96][CH:95]=[CH:94][CH:93]=4)[C:85]=3[O:98][CH2:99][C:100]3[CH:105]=[CH:104][CH:103]=[CH:102][CH:101]=3)[CH2:46][O:45][C:44]2=[O:107])[C:32]=1[O:33][CH2:34][C:35]1[CH:40]=[CH:39][CH:38]=[CH:37][CH:36]=1)[C:27](O)=[O:28])[C:17]1[CH:22]=[CH:21][CH:20]=[CH:19][CH:18]=1.C1CN([P+](ON2N=NC3C=CC=NC2=3)(N2CCCC2)N2CCCC2)CC1.F[P-](F)(F)(F)(F)F.CCN(C(C)C)C(C)C, predict the reaction product. The product is: [N:1]([CH2:4][CH2:5][O:6][CH2:7][CH2:8][O:9][CH2:10][CH2:11][O:12][CH2:13][CH2:14][NH:15][C:27](=[O:28])[C:26]1[CH:25]=[C:24]([O:23][CH2:16][C:17]2[CH:22]=[CH:21][CH:20]=[CH:19][CH:18]=2)[C:32]([O:33][CH2:34][C:35]2[CH:36]=[CH:37][CH:38]=[CH:39][CH:40]=2)=[C:31]([C:41]([NH:42][C@H:43]2[CH2:54][O:53][C:52](=[O:55])[C@@H:51]([NH:56][C:57](=[O:80])[C:58]3[CH:63]=[CH:62][CH:61]=[C:60]([O:64][CH2:65][C:66]4[CH:71]=[CH:70][CH:69]=[CH:68][CH:67]=4)[C:59]=3[O:72][CH2:73][C:74]3[CH:75]=[CH:76][CH:77]=[CH:78][CH:79]=3)[CH2:50][O:49][C:48](=[O:81])[C@@H:47]([NH:82][C:83](=[O:106])[C:84]3[CH:89]=[CH:88][CH:87]=[C:86]([O:90][CH2:91][C:92]4[CH:97]=[CH:96][CH:95]=[CH:94][CH:93]=4)[C:85]=3[O:98][CH2:99][C:100]3[CH:101]=[CH:102][CH:103]=[CH:104][CH:105]=3)[CH2:46][O:45][C:44]2=[O:107])=[O:108])[CH:30]=1)=[N+:2]=[N-:3].